Predict which catalyst facilitates the given reaction. From a dataset of Catalyst prediction with 721,799 reactions and 888 catalyst types from USPTO. (1) Reactant: [OH-].[Na+].[CH3:3][C:4]1[C:13]([NH:14][C:15](=[O:30])[C:16]2[CH:21]=[C:20]([N:22]3[CH2:27][CH2:26][C:25](=[O:28])[CH2:24][CH2:23]3)[CH:19]=[CH:18][C:17]=2[CH3:29])=[C:12]([CH3:31])[CH:11]=[CH:10][C:5]=1[C:6]([O:8]C)=[O:7].CO. The catalyst class is: 1. Product: [CH3:3][C:4]1[C:13]([NH:14][C:15](=[O:30])[C:16]2[CH:21]=[C:20]([N:22]3[CH2:27][CH2:26][C:25](=[O:28])[CH2:24][CH2:23]3)[CH:19]=[CH:18][C:17]=2[CH3:29])=[C:12]([CH3:31])[CH:11]=[CH:10][C:5]=1[C:6]([OH:8])=[O:7]. (2) Reactant: [CH:1]1[C:10]2[C:5](=[CH:6][CH:7]=[CH:8][CH:9]=2)[CH:4]=[CH:3][N:2]=1.Cl[C:12]([O:14][CH2:15][C:16]1[CH:21]=[CH:20][CH:19]=[CH:18][CH:17]=1)=[O:13].[F:22][C:23]1[CH:28]=[CH:27][CH:26]=[C:25]([F:29])[C:24]=1[Li].BrC1C(F)=CC=CC=1F.[Li]CCCC. Product: [CH2:15]([O:14][C:12]([N:2]1[CH:3]=[CH:4][C:5]2[C:10](=[CH:9][CH:8]=[CH:7][CH:6]=2)[CH:1]1[C:24]1[C:23]([F:22])=[CH:28][CH:27]=[CH:26][C:25]=1[F:29])=[O:13])[C:16]1[CH:21]=[CH:20][CH:19]=[CH:18][CH:17]=1. The catalyst class is: 1.